This data is from Forward reaction prediction with 1.9M reactions from USPTO patents (1976-2016). The task is: Predict the product of the given reaction. Given the reactants [CH2:1]([O:3][C:4]([C:6]1[CH:7]=[C:8]([C:12]2[CH:17]=[CH:16][C:15](C)=[CH:14][CH:13]=2)[CH:9]=[CH:10][CH:11]=1)=[O:5])[CH3:2].Br[C:20]1C=C(C=CC=1)C(OCC)=O.CC1C=C(B(O)O)C=CC=1.C(=O)([O-])[O-].[Na+].[Na+].C1(P(C2C=CC=CC=2)C2C=CC=CC=2)C=CC=CC=1, predict the reaction product. The product is: [CH2:1]([O:3][C:4]([C:6]1[CH:7]=[C:8]([C:12]2[CH:13]=[CH:14][CH:15]=[C:16]([CH3:20])[CH:17]=2)[CH:9]=[CH:10][CH:11]=1)=[O:5])[CH3:2].